From a dataset of Reaction yield outcomes from USPTO patents with 853,638 reactions. Predict the reaction yield, written as a fraction of the theoretical maximum amount of product (1.0 means a 100% yield; for example, 0.34 means a 34% yield). (1) The reactants are [Cl:1][C:2]1[C:9]([O:10][CH3:11])=[CH:8][CH:7]=[CH:6][C:3]=1[CH:4]=O.[CH3:12][S:13][CH2:14][S:15]([CH3:17])=[O:16]. The catalyst is C1COCC1. The product is [Cl:1][C:2]1[C:3]([CH:4]=[C:14]([S:13][CH3:12])[S:15]([CH3:17])=[O:16])=[CH:6][CH:7]=[CH:8][C:9]=1[O:10][CH3:11]. The yield is 0.480. (2) The reactants are Cl[C:2]1[CH:3]=[CH:4][N:5]2[C:10]([C:11]=1[CH3:12])=[C:9]([CH:13]1[CH2:15][CH2:14]1)[CH:8]=[C:7]([C:16]([O:18][CH3:19])=[O:17])[C:6]2=[O:20].[C:21]([C:23]1[CH:28]=[CH:27][C:26](B(O)O)=[CH:25][C:24]=1[F:32])#[N:22]. No catalyst specified. The product is [C:21]([C:23]1[CH:28]=[CH:27][C:26]([C:2]2[CH:3]=[CH:4][N:5]3[C:10]([C:11]=2[CH3:12])=[C:9]([CH:13]2[CH2:15][CH2:14]2)[CH:8]=[C:7]([C:16]([O:18][CH3:19])=[O:17])[C:6]3=[O:20])=[CH:25][C:24]=1[F:32])#[N:22]. The yield is 0.980. (3) The reactants are CS([C:5]1[S:9][C:8]([C:10]2[CH:11]=[C:12]3[C:17](=[CH:18][CH:19]=2)[CH:16]=[N:15][CH:14]=[CH:13]3)=[N:7][N:6]=1)(=O)=O.CS(C1SC(C2C=C3C(=CC=2)C=NC=C3)=NN=1)=O.[O:38]1[CH:42]=[CH:41][CH:40]=[C:39]1[CH2:43][NH2:44]. The catalyst is CCOC(C)=O. The product is [O:38]1[CH:42]=[CH:41][CH:40]=[C:39]1[CH2:43][NH:44][C:5]1[S:9][C:8]([C:10]2[CH:11]=[C:12]3[C:17](=[CH:18][CH:19]=2)[CH:16]=[N:15][CH:14]=[CH:13]3)=[N:7][N:6]=1. The yield is 0.650. (4) The reactants are [Si:1]([CH:8]1[C:12](=[CH:13][O:14][Si](C(C)(C)C)(C)C)[C:11]2[CH:22]=[CH:23][C:24]([O:30][CH3:31])=[C:25]([O:26][CH:27]([CH3:29])[CH3:28])[C:10]=2[O:9]1)([C:4]([CH3:7])([CH3:6])[CH3:5])([CH3:3])[CH3:2].Cl. The catalyst is CO. The product is [Si:1]([C:8]1[O:9][C:10]2[C:25]([O:26][CH:27]([CH3:28])[CH3:29])=[C:24]([O:30][CH3:31])[CH:23]=[CH:22][C:11]=2[C:12]=1[CH:13]=[O:14])([C:4]([CH3:6])([CH3:7])[CH3:5])([CH3:2])[CH3:3]. The yield is 0.480. (5) The yield is 0.590. No catalyst specified. The reactants are Br[C:2]1[CH:7]=[CH:6][CH:5]=[CH:4][N:3]=1.[CH2:8]([C:12]1[O:13][C:14]2[C:20]([Cl:21])=[CH:19][C:18]([F:22])=[CH:17][C:15]=2[N:16]=1)[CH2:9][C:10]#[CH:11]. The product is [Cl:21][C:20]1[C:14]2[O:13][C:12]([CH2:8][CH2:9][C:10]#[C:11][C:2]3[CH:7]=[CH:6][CH:5]=[CH:4][N:3]=3)=[N:16][C:15]=2[CH:17]=[C:18]([F:22])[CH:19]=1. (6) The reactants are [Br:1][C:2]1[C:7]([N+:8]([O-])=O)=[CH:6][CH:5]=[CH:4][C:3]=1[F:11].[BH4-].[Na+].O. The catalyst is CO.Cl[Ni]Cl. The product is [Br:1][C:2]1[C:3]([F:11])=[CH:4][CH:5]=[CH:6][C:7]=1[NH2:8]. The yield is 0.700. (7) The reactants are [C:1]1([C:7]2[CH:8]=[CH:9][C:10]([NH2:13])=[N:11][CH:12]=2)[CH:6]=[CH:5][CH:4]=[CH:3][CH:2]=1.[Cl:14][C:15]1[CH:33]=[CH:32][C:31]([F:34])=[CH:30][C:16]=1[O:17][CH:18]1[CH2:23][CH2:22][N:21]([C:24](=[O:29])[CH2:25][C:26](O)=[O:27])[CH2:20][CH2:19]1.CC(C)N=C=NC(C)C. The catalyst is C1COCC1. The product is [Cl:14][C:15]1[CH:33]=[CH:32][C:31]([F:34])=[CH:30][C:16]=1[O:17][CH:18]1[CH2:23][CH2:22][N:21]([C:24](=[O:29])[CH2:25][C:26]([NH:13][C:10]2[CH:9]=[CH:8][C:7]([C:1]3[CH:2]=[CH:3][CH:4]=[CH:5][CH:6]=3)=[CH:12][N:11]=2)=[O:27])[CH2:20][CH2:19]1. The yield is 0.180.